This data is from Peptide-MHC class II binding affinity with 134,281 pairs from IEDB. The task is: Regression. Given a peptide amino acid sequence and an MHC pseudo amino acid sequence, predict their binding affinity value. This is MHC class II binding data. (1) The peptide sequence is SVAGRVDGLELKKLG. The MHC is DRB1_1301 with pseudo-sequence DRB1_1301. The binding affinity (normalized) is 0.357. (2) The peptide sequence is ALCALPLEDCFTKDP. The MHC is DRB1_0101 with pseudo-sequence DRB1_0101. The binding affinity (normalized) is 0. (3) The peptide sequence is GKIWPSHKGRPGNFLQSR. The MHC is HLA-DQA10301-DQB10302 with pseudo-sequence HLA-DQA10301-DQB10302. The binding affinity (normalized) is 0. (4) The peptide sequence is YVGHDEFDAFVAYHI. The MHC is DRB5_0101 with pseudo-sequence DRB5_0101. The binding affinity (normalized) is 0.663. (5) The peptide sequence is FFGQNTAAIAATEAQ. The MHC is HLA-DPA10201-DPB11401 with pseudo-sequence HLA-DPA10201-DPB11401. The binding affinity (normalized) is 0.107. (6) The peptide sequence is AYEGQRVVFIQPSPV. The MHC is DRB1_1101 with pseudo-sequence DRB1_1101. The binding affinity (normalized) is 0.325. (7) The peptide sequence is AFKVAATAANAAPNN. The MHC is HLA-DPA10103-DPB10301 with pseudo-sequence HLA-DPA10103-DPB10301. The binding affinity (normalized) is 0.778. (8) The peptide sequence is RYANPIAFFRKEPLK. The MHC is HLA-DPA10103-DPB10201 with pseudo-sequence HLA-DPA10103-DPB10201. The binding affinity (normalized) is 0.447.